Dataset: Reaction yield outcomes from USPTO patents with 853,638 reactions. Task: Predict the reaction yield, written as a fraction of the theoretical maximum amount of product (1.0 means a 100% yield; for example, 0.34 means a 34% yield). (1) The catalyst is CO.[Pd]. The product is [NH2:10][C:11]12[CH2:17][CH2:16][CH:15]([CH2:18][CH2:19]1)[CH2:14][N:13]1[C:20](=[O:46])[C:21]([OH:38])=[C:22]([C:24]3[NH:28][CH:27]=[C:26]([CH2:30][C:31]4[CH:36]=[CH:35][C:34]([F:37])=[CH:33][CH:32]=4)[N:25]=3)[N:23]=[C:12]21. The reactants are C(OC(=O)[NH:10][C:11]12[CH2:19][CH2:18][CH:15]([CH2:16][CH2:17]1)[CH2:14][N:13]1[C:20](=[O:46])[C:21]([O:38]CC3C=CC=CC=3)=[C:22]([C:24]3[NH:25][C:26]([CH2:30][C:31]4[CH:36]=[CH:35][C:34]([F:37])=[CH:33][CH:32]=4)=[C:27](Cl)[N:28]=3)[N:23]=[C:12]21)C1C=CC=CC=1.C(O)=O. The yield is 0.830. (2) The yield is 0.580. The reactants are [C:1]12([C:13]([O:15]C)=[O:14])[CH2:8][CH2:7][C:4]([C:9]([O:11][CH3:12])=[O:10])([CH2:5][CH2:6]1)[CH2:3][CH2:2]2.[OH-].[Na+]. The product is [CH3:12][O:11][C:9]([C:4]12[CH2:7][CH2:8][C:1]([C:13]([OH:15])=[O:14])([CH2:6][CH2:5]1)[CH2:2][CH2:3]2)=[O:10]. The catalyst is CO.O. (3) The reactants are [O:1]1[CH:5]=[N:4][N:3]=[C:2]1[C:6]1[CH:7]=[C:8]([CH:10]=[CH:11][CH:12]=1)[NH2:9].C(=O)(O)[O-].[Na+].CC(C)=O.O.[CH2:23]([O:30][C:31](Cl)=[O:32])[C:24]1[CH:29]=[CH:28][CH:27]=[CH:26][CH:25]=1. The catalyst is O. The product is [CH2:23]([O:30][C:31](=[O:32])[NH:9][C:8]1[CH:10]=[CH:11][CH:12]=[C:6]([C:2]2[O:1][CH:5]=[N:4][N:3]=2)[CH:7]=1)[C:24]1[CH:29]=[CH:28][CH:27]=[CH:26][CH:25]=1. The yield is 0.930.